From a dataset of Forward reaction prediction with 1.9M reactions from USPTO patents (1976-2016). Predict the product of the given reaction. Given the reactants [Cl:1][C:2]1[CH:17]=[C:16]([C:18]([F:21])([F:20])[F:19])[CH:15]=[CH:14][C:3]=1[O:4][C:5]1[CH:10]=[CH:9][C:8]([CH2:11][C:12]#[N:13])=[CH:7][CH:6]=1.N.[H][H].Cl, predict the reaction product. The product is: [ClH:1].[Cl:1][C:2]1[CH:17]=[C:16]([C:18]([F:19])([F:21])[F:20])[CH:15]=[CH:14][C:3]=1[O:4][C:5]1[CH:6]=[CH:7][C:8]([CH2:11][CH2:12][NH2:13])=[CH:9][CH:10]=1.